This data is from NCI-60 drug combinations with 297,098 pairs across 59 cell lines. The task is: Regression. Given two drug SMILES strings and cell line genomic features, predict the synergy score measuring deviation from expected non-interaction effect. Drug 1: CCCS(=O)(=O)NC1=C(C(=C(C=C1)F)C(=O)C2=CNC3=C2C=C(C=N3)C4=CC=C(C=C4)Cl)F. Drug 2: C1=NC2=C(N1)C(=S)N=C(N2)N. Cell line: SK-OV-3. Synergy scores: CSS=48.6, Synergy_ZIP=3.76, Synergy_Bliss=5.17, Synergy_Loewe=-5.73, Synergy_HSA=4.69.